Task: Predict the reactants needed to synthesize the given product.. Dataset: Full USPTO retrosynthesis dataset with 1.9M reactions from patents (1976-2016) (1) Given the product [CH:1]12[CH2:10][CH:5]3[CH2:6][CH:7]([CH2:9][CH:3]([CH2:4]3)[CH:2]1[NH:11][C:12]([C:14]1[CH:15]=[N:16][N:17]([CH3:20])[C:18]=1[N:25]1[CH2:26][CH2:27][N:22]([CH3:21])[CH2:23][CH2:24]1)=[O:13])[CH2:8]2, predict the reactants needed to synthesize it. The reactants are: [CH:1]12[CH2:10][CH:5]3[CH2:6][CH:7]([CH2:9][CH:3]([CH2:4]3)[CH:2]1[NH:11][C:12]([C:14]1[CH:15]=[N:16][N:17]([CH3:20])[C:18]=1Cl)=[O:13])[CH2:8]2.[CH3:21][N:22]1[CH2:27][CH2:26][NH:25][CH2:24][CH2:23]1. (2) Given the product [CH3:13][O:12][C:9]1[CH:8]=[CH:7][C:6]2[C:11](=[C:2]([B:18]([OH:19])[OH:17])[CH:3]=[CH:4][CH:5]=2)[N:10]=1, predict the reactants needed to synthesize it. The reactants are: Br[C:2]1[CH:3]=[CH:4][CH:5]=[C:6]2[C:11]=1[N:10]=[C:9]([O:12][CH3:13])[CH:8]=[CH:7]2.C([O:17][B:18](OC(C)C)[O:19]C(C)C)(C)C.C([Li])CCC.